Dataset: Full USPTO retrosynthesis dataset with 1.9M reactions from patents (1976-2016). Task: Predict the reactants needed to synthesize the given product. (1) Given the product [CH3:20][C:18]1[CH:17]=[CH:16][C:15]([OH:21])=[C:14]([NH:13][C:2]2[C:3]3[C:8](=[N:7][C:6]([CH3:12])=[CH:5][CH:4]=3)[N:9]=[CH:10][CH:11]=2)[CH:19]=1, predict the reactants needed to synthesize it. The reactants are: Cl[C:2]1[CH:11]=[CH:10][N:9]=[C:8]2[C:3]=1[CH:4]=[CH:5][C:6]([CH3:12])=[N:7]2.[NH2:13][C:14]1[CH:19]=[C:18]([CH3:20])[CH:17]=[CH:16][C:15]=1[OH:21]. (2) Given the product [CH3:1][S:2]([N:5]1[CH2:10][CH2:9][CH:8]([CH2:11][N:12]([CH2:13][CH2:14][CH3:15])[CH:16]2[CH2:25][CH2:24][C:23]3[C:18](=[CH:19][C:20]([NH2:26])=[CH:21][CH:22]=3)[CH2:17]2)[CH2:7][CH2:6]1)(=[O:4])=[O:3], predict the reactants needed to synthesize it. The reactants are: [CH3:1][S:2]([N:5]1[CH2:10][CH2:9][CH:8]([CH2:11][N:12]([CH:16]2[CH2:25][CH2:24][C:23]3[C:18](=[CH:19][C:20]([N+:26]([O-])=O)=[CH:21][CH:22]=3)[CH2:17]2)[CH2:13][CH2:14][CH3:15])[CH2:7][CH2:6]1)(=[O:4])=[O:3].